This data is from Forward reaction prediction with 1.9M reactions from USPTO patents (1976-2016). The task is: Predict the product of the given reaction. (1) Given the reactants [Cl:1][C:2]1[CH:7]=[CH:6][C:5]([S:8][CH:9]2[CH2:14][CH2:13][N:12]([C:15]([O:17][CH2:18][C:19]3[CH:24]=[CH:23][CH:22]=[CH:21][CH:20]=3)=[O:16])[CH2:11][CH:10]2[OH:25])=[CH:4][CH:3]=1.Br[CH2:27][C:28]1[CH:37]=[CH:36][C:35]2[C:30](=[CH:31][CH:32]=[CH:33][CH:34]=2)[CH:29]=1, predict the reaction product. The product is: [Cl:1][C:2]1[CH:3]=[CH:4][C:5]([S:8][CH:9]2[CH2:14][CH2:13][N:12]([C:15]([O:17][CH2:18][C:19]3[CH:20]=[CH:21][CH:22]=[CH:23][CH:24]=3)=[O:16])[CH2:11][CH:10]2[O:25][CH2:27][C:28]2[CH:37]=[CH:36][C:35]3[C:30](=[CH:31][CH:32]=[CH:33][CH:34]=3)[CH:29]=2)=[CH:6][CH:7]=1. (2) Given the reactants [Cl:1][C:2]1[CH:3]=[C:4]([C:10]2[C:11]([CH3:29])=[N:12][N:13]([CH2:16][C:17]3[CH:18]=[C:19]([C:26]([OH:28])=O)[C:20](=[CH:24][CH:25]=3)[C:21]([OH:23])=[O:22])[C:14]=2[CH3:15])[CH:5]=[CH:6][C:7]=1[C:8]#[N:9].C(OC(=O)C)(=O)C, predict the reaction product. The product is: [Cl:1][C:2]1[CH:3]=[C:4]([C:10]2[C:11]([CH3:29])=[N:12][N:13]([CH2:16][C:17]3[CH:25]=[CH:24][C:20]4[C:21](=[O:22])[O:23][C:26](=[O:28])[C:19]=4[CH:18]=3)[C:14]=2[CH3:15])[CH:5]=[CH:6][C:7]=1[C:8]#[N:9]. (3) Given the reactants Cl[C:2]1[CH:7]=[C:6]([CH3:8])[CH:5]=[C:4](C)[C:3]=1N1CCCC2C(=O)N(C)NC1=2.[CH3:21][N:22]([CH3:41])[C:23]1[N:28]=[CH:27][C:26]([N:29]2[CH2:34][CH2:33][CH2:32][C:31]3[C:35](=[O:39])[N:36]([CH3:38])[NH:37][C:30]2=3)=[C:25]([CH3:40])[CH:24]=1, predict the reaction product. The product is: [CH3:21][N:22]([CH3:41])[C:23]1[CH:24]=[C:25]([CH3:40])[C:26]([N:29]2[CH2:34][CH2:33][CH2:32][C:31]3=[C:35]([O:39][CH:2]([CH2:7][CH2:6][CH3:8])[CH2:3][CH2:4][CH3:5])[N:36]([CH3:38])[N:37]=[C:30]23)=[CH:27][N:28]=1. (4) Given the reactants C(C1C=[C:5](C=CC=1OC)[C:6](OC)=[O:7])#N.[OH:15][C:16]1[CH:24]=[CH:23][C:19]([C:20]([OH:22])=[O:21])=[CH:18][C:17]=1[C:25]([F:28])([F:27])[F:26], predict the reaction product. The product is: [C:6]([O:15][C:16]1[CH:24]=[CH:23][C:19]([C:20]([OH:22])=[O:21])=[CH:18][C:17]=1[C:25]([F:26])([F:27])[F:28])(=[O:7])[CH3:5]. (5) Given the reactants Br[CH2:2][C:3]1[C:4]([C:32]2[CH:37]=[CH:36][C:35]([N+:38]([O-:40])=[O:39])=[CH:34][CH:33]=2)=[CH:5][N:6]2[C:11]=1[C:10](=[O:12])[N:9]([C:13]1[CH:18]=[CH:17][CH:16]=[C:15]([O:19][CH3:20])[C:14]=1[F:21])[C:8](=[O:22])[N:7]2[CH2:23][C:24]1[C:29]([F:30])=[CH:28][CH:27]=[CH:26][C:25]=1[F:31].[CH:41]([N:44](CC)[CH:45](C)C)(C)C.CNC, predict the reaction product. The product is: [F:30][C:29]1[CH:28]=[CH:27][CH:26]=[C:25]([F:31])[C:24]=1[CH2:23][N:7]1[C:8](=[O:22])[N:9]([C:13]2[CH:18]=[CH:17][CH:16]=[C:15]([O:19][CH3:20])[C:14]=2[F:21])[C:10](=[O:12])[C:11]2=[C:3]([CH2:2][N:44]([CH3:45])[CH3:41])[C:4]([C:32]3[CH:33]=[CH:34][C:35]([N+:38]([O-:40])=[O:39])=[CH:36][CH:37]=3)=[CH:5][N:6]12. (6) Given the reactants [NH2:1][CH2:2][C:3]1[C:4]([C:20]([F:23])([F:22])[F:21])=[N:5][N:6]([CH2:8][C:9]2[NH:10][C:11](=[O:19])[C:12]3[CH:17]=[C:16]([CH3:18])[S:15][C:13]=3[N:14]=2)[CH:7]=1.CCN(C(C)C)C(C)C.[C:33](Cl)(=[O:35])[CH3:34], predict the reaction product. The product is: [CH3:18][C:16]1[S:15][C:13]2[N:14]=[C:9]([CH2:8][N:6]3[CH:7]=[C:3]([CH2:2][NH:1][C:33](=[O:35])[CH3:34])[C:4]([C:20]([F:22])([F:21])[F:23])=[N:5]3)[NH:10][C:11](=[O:19])[C:12]=2[CH:17]=1. (7) Given the reactants [F:1][C:2]1[C:7]([F:8])=[CH:6][CH:5]=[CH:4][C:3]=1[C:9]1[CH2:10][CH2:11][NH:12][CH2:13][CH:14]=1.C(O)=O, predict the reaction product. The product is: [F:1][C:2]1[C:7]([F:8])=[CH:6][CH:5]=[CH:4][C:3]=1[CH:9]1[CH2:14][CH2:13][NH:12][CH2:11][CH2:10]1.